Dataset: Full USPTO retrosynthesis dataset with 1.9M reactions from patents (1976-2016). Task: Predict the reactants needed to synthesize the given product. (1) Given the product [CH3:1][O:2][C:3]1[CH:4]=[C:5]2[C:10](=[CH:11][C:12]=1[O:13][CH3:14])[N:9]=[CH:8][CH:7]=[C:6]2[O:15][C:16]1[C:22]([CH3:23])=[CH:21][C:19]([NH:20][C:29](=[O:35])[O:28][CH:26]2[CH2:41][CH2:40][CH2:39][N:38]([CH3:43])[CH2:37]2)=[C:18]([CH3:24])[CH:17]=1, predict the reactants needed to synthesize it. The reactants are: [CH3:1][O:2][C:3]1[CH:4]=[C:5]2[C:10](=[CH:11][C:12]=1[O:13][CH3:14])[N:9]=[CH:8][CH:7]=[C:6]2[O:15][C:16]1[C:22]([CH3:23])=[CH:21][C:19]([NH2:20])=[C:18]([CH3:24])[CH:17]=1.Cl[C:26](Cl)([O:28][C:29](=[O:35])OC(Cl)(Cl)Cl)Cl.[CH3:37][N:38]1[CH2:43]C[CH2:41][CH:40](O)[CH2:39]1.C(=O)(O)[O-].[Na+]. (2) Given the product [Br:23][C:24]1[N:29]=[CH:28][C:27]([CH2:30][C@@H:31]([C:33]([O:35][CH3:36])=[O:34])[NH:32][C:16]([O:18][C:19]([CH3:20])([CH3:21])[CH3:22])=[O:17])=[CH:26][CH:25]=1, predict the reactants needed to synthesize it. The reactants are: C(N(CC)CC)C.[C:16](O[C:16]([O:18][C:19]([CH3:22])([CH3:21])[CH3:20])=[O:17])([O:18][C:19]([CH3:22])([CH3:21])[CH3:20])=[O:17].[Br:23][C:24]1[N:29]=[CH:28][C:27]([CH2:30][C@@H:31]([C:33]([O:35][CH3:36])=[O:34])[NH2:32])=[CH:26][CH:25]=1.